This data is from Catalyst prediction with 721,799 reactions and 888 catalyst types from USPTO. The task is: Predict which catalyst facilitates the given reaction. Reactant: [NH2:1][C:2]1[CH:3]=[C:4]([C:10]([C:12]2[C:20]3[C:19]([NH2:21])=[N:18][CH:17]=[N:16][C:15]=3[N:14]([CH:22]([CH3:24])[CH3:23])[CH:13]=2)=[O:11])[CH:5]=[CH:6][C:7]=1[O:8][CH3:9].[Cl:25][C:26]1[CH:31]=[C:30]([Cl:32])[CH:29]=[CH:28][C:27]=1[N:33]=[C:34]=[O:35]. Product: [NH2:21][C:19]1[C:20]2[C:12]([C:10]([C:4]3[CH:5]=[CH:6][C:7]([O:8][CH3:9])=[C:2]([NH:1][C:34]([NH:33][C:27]4[CH:28]=[CH:29][C:30]([Cl:32])=[CH:31][C:26]=4[Cl:25])=[O:35])[CH:3]=3)=[O:11])=[CH:13][N:14]([CH:22]([CH3:24])[CH3:23])[C:15]=2[N:16]=[CH:17][N:18]=1. The catalyst class is: 17.